Task: Binary Classification. Given two protein amino acid sequences, predict whether they physically interact or not.. Dataset: Human Reference Interactome with 51,813 positive PPI pairs across 8,248 proteins, plus equal number of experimentally-validated negative pairs Protein 1 (ENSG00000145779) has sequence MATDVFNSKNLAVQAQKKILGKMVSKSIATTLIDDTSSEVLDELYRVTREYTQNKKEAEKIIKNLIKTVIKLAILYRNNQFNQDELALMEKFKKKVHQLAMTVVSFHQVDYTFDRNVLSRLLNECREMLHQIIQRHLTAKSHGRVNNVFDHFSDCEFLAALYNPFGNFKPHLQKLCDGINKMLDEENI*MVSKSIATTLIDDTSSEVLDELYRVTREYTQNKKEAEKIIKNLIKTVIKLAILYRNNQFNQDELALMEMHSEAEESKEGLGLNTGIYGENSCHSTQRLSRHPKNCSS*MHS.... Result: 0 (the proteins do not interact). Protein 2 (ENSG00000177380) has sequence MMCEVMPTISEDGRRGSALGPDEAGGELERLMVTMLTERERLLETLREAQDGLATAQLRLRELGHEKDSLQRQLSIALPQEFAALTKELNLCREQLLEREEEIAELKAERNNTRLLLEHLECLVSRHERSLRMTVVKRQAQSPGGVSSEVEVLKALKSLFEHHKALDEKVRERLRMALERVAVLEEELELSNQETLNLREQLSRRRSGLEEPGKDGDGQTLANGLGPGGDSNRRTAELEEALERQRAEVCQLRERLAVLCRQMSQLEEELGTAHRELGKAEEANSKLQRDLKEALAQRED....